The task is: Predict the reactants needed to synthesize the given product.. This data is from Full USPTO retrosynthesis dataset with 1.9M reactions from patents (1976-2016). (1) Given the product [NH2:64][C:60]1([C:57]2[CH:58]=[CH:59][C:54]([C:46]3[O:45][C:43]4[N:44]=[C:39]([O:38][CH2:37][CH2:36][OH:35])[N:40]=[C:41]([O:72][CH3:73])[C:42]=4[C:47]=3[C:48]3[CH:49]=[CH:50][CH:51]=[CH:52][CH:53]=3)=[CH:55][CH:56]=2)[CH2:61][CH2:62][CH2:63]1, predict the reactants needed to synthesize it. The reactants are: COC1C2C(C3C=CC=CC=3)=C(C3C=CC(C4(N)CCC4)=CC=3)OC=2N=C(N2CCOCC2)N=1.[OH:35][CH2:36][CH2:37][O:38][C:39]1[N:40]=[C:41]([O:72][CH3:73])[C:42]2[C:47]([C:48]3[CH:53]=[CH:52][CH:51]=[CH:50][CH:49]=3)=[C:46]([C:54]3[CH:59]=[CH:58][C:57]([C:60]4([NH:64]C(=O)OC(C)(C)C)[CH2:63][CH2:62][CH2:61]4)=[CH:56][CH:55]=3)[O:45][C:43]=2[N:44]=1. (2) Given the product [F:1][C:2]1[CH:10]=[C:9]2[C:5]([CH:6]=[CH:7][N:8]2[CH3:14])=[CH:4][CH:3]=1, predict the reactants needed to synthesize it. The reactants are: [F:1][C:2]1[CH:10]=[C:9]2[C:5]([CH:6]=[CH:7][NH:8]2)=[CH:4][CH:3]=1.[H-].[Na+].I[CH3:14]. (3) Given the product [Cl:1][C:2]1[C:13]([CH:14]=[O:22])=[CH:12][C:5]2[B:6]([OH:11])[O:7][C:8]([CH3:10])([CH3:9])[C:4]=2[CH:3]=1, predict the reactants needed to synthesize it. The reactants are: [Cl:1][C:2]1[C:13]([CH3:14])=[CH:12][C:5]2[B:6]([OH:11])[O:7][C:8]([CH3:10])([CH3:9])[C:4]=2[CH:3]=1.C(OOC(=O)C1C=CC=CC=1)(=[O:22])C1C=CC=CC=1.C1C(=O)N(Br)C(=O)C1.C([O-])([O-])=O.[Na+].[Na+].Cl. (4) Given the product [Cl:10][C:11]1[CH:12]=[C:13]([NH:18][C:19]2[C:28]3[C:23](=[CH:24][C:25]([O:34][CH3:35])=[C:26]([O:29][CH2:30][CH2:31][CH2:32][N:8]4[CH2:7][CH:6]5[O:1][CH2:2][CH2:3][O:4][CH:5]5[CH2:9]4)[CH:27]=3)[N:22]=[CH:21][N:20]=2)[CH:14]=[CH:15][C:16]=1[F:17], predict the reactants needed to synthesize it. The reactants are: [O:1]1[CH:6]2[CH2:7][NH:8][CH2:9][CH:5]2[O:4][CH2:3][CH2:2]1.[Cl:10][C:11]1[CH:12]=[C:13]([NH:18][C:19]2[C:28]3[C:23](=[CH:24][C:25]([O:34][CH3:35])=[C:26]([O:29][CH2:30][CH2:31][CH2:32]Cl)[CH:27]=3)[N:22]=[CH:21][N:20]=2)[CH:14]=[CH:15][C:16]=1[F:17].C([O-])([O-])=O.[K+].[K+]. (5) Given the product [CH:35]([C:25]1[CH:24]=[C:23]([NH:22][C:20]([NH:19][C:12]2[C:13]3[C:18](=[CH:17][CH:16]=[CH:15][CH:14]=3)[C:9]([O:8][C:6]3[CH:5]=[CH:4][N:3]=[C:2]([NH:43][C:42]4[CH:44]=[C:45]([S:47]([CH2:50][CH2:51][O:52][CH2:53][CH2:54][O:55][CH2:56][CH2:57][O:58][CH3:59])(=[O:48])=[O:49])[CH:46]=[C:40]([O:39][CH3:38])[CH:41]=4)[N:7]=3)=[CH:10][CH:11]=2)=[O:21])[N:27]([C:28]2[CH:33]=[CH:32][C:31]([CH3:34])=[CH:30][CH:29]=2)[N:26]=1)([CH3:37])[CH3:36], predict the reactants needed to synthesize it. The reactants are: Cl[C:2]1[N:7]=[C:6]([O:8][C:9]2[C:18]3[C:13](=[CH:14][CH:15]=[CH:16][CH:17]=3)[C:12]([NH:19][C:20]([NH:22][C:23]3[N:27]([C:28]4[CH:33]=[CH:32][C:31]([CH3:34])=[CH:30][CH:29]=4)[N:26]=[C:25]([CH:35]([CH3:37])[CH3:36])[CH:24]=3)=[O:21])=[CH:11][CH:10]=2)[CH:5]=[CH:4][N:3]=1.[CH3:38][O:39][C:40]1[CH:41]=[C:42]([CH:44]=[C:45]([S:47]([CH2:50][CH2:51][O:52][CH2:53][CH2:54][O:55][CH2:56][CH2:57][O:58][CH3:59])(=[O:49])=[O:48])[CH:46]=1)[NH2:43].C1COCC1. (6) Given the product [Cl:1][C:2]1[CH:3]=[C:4]([CH:31]=[CH:32][CH:33]=1)[C:5]([NH:7][CH2:8][C:9]([NH:11][C@@H:12]1[CH2:16][CH2:15][N:14]([CH:17]2[CH2:18][CH2:19][N:20]([C:23]3[CH:24]=[CH:25][C:26]([O:29][CH3:30])=[CH:27][CH:28]=3)[CH2:21][CH2:22]2)[CH2:13]1)=[O:10])=[O:6], predict the reactants needed to synthesize it. The reactants are: [Cl:1][C:2]1[CH:3]=[C:4]([CH:31]=[CH:32][C:33]=1Cl)[C:5]([NH:7][CH2:8][C:9]([NH:11][C@@H:12]1[CH2:16][CH2:15][N:14]([CH:17]2[CH2:22][CH2:21][N:20]([C:23]3[CH:28]=[CH:27][C:26]([O:29][CH3:30])=[CH:25][CH:24]=3)[CH2:19][CH2:18]2)[CH2:13]1)=[O:10])=[O:6].ClC1C=C(C=CC=1Cl)C(Cl)=O. (7) Given the product [F:1][C:2]1[N:3]=[C:4]([CH3:10])[C:5]([CH2:6][NH2:7])=[CH:8][CH:9]=1, predict the reactants needed to synthesize it. The reactants are: [F:1][C:2]1[CH:9]=[CH:8][C:5]([C:6]#[N:7])=[C:4]([CH3:10])[N:3]=1.N. (8) The reactants are: [O:1]1[C:6]2[CH:7]=[CH:8][C:9]([CH2:11][NH:12][C:13]3[CH:14]=[C:15]([CH:18]=[CH:19][C:20]=3[F:21])[C:16]#[N:17])=[CH:10][C:5]=2[O:4][CH2:3][CH2:2]1.[C:22](Cl)(=[O:27])[CH2:23][CH2:24][CH2:25][CH3:26]. Given the product [C:16]([C:15]1[CH:18]=[CH:19][C:20]([F:21])=[C:13]([N:12]([CH2:11][C:9]2[CH:8]=[CH:7][C:6]3[O:1][CH2:2][CH2:3][O:4][C:5]=3[CH:10]=2)[C:22](=[O:27])[CH2:23][CH2:24][CH2:25][CH3:26])[CH:14]=1)#[N:17], predict the reactants needed to synthesize it. (9) Given the product [Cl:21][C:22]1[CH:28]=[CH:27][C:25]([N:26]2[C:11]([C:12]3[CH:17]=[CH:16][C:15]([Cl:18])=[CH:14][C:13]=3[Cl:19])=[CH:10][C:4]([C:5]([O:7][CH2:8][CH3:9])=[O:6])=[C:1]2[CH3:2])=[CH:24][CH:23]=1, predict the reactants needed to synthesize it. The reactants are: [C:1]([CH:4]([CH2:10][C:11](=O)[C:12]1[CH:17]=[CH:16][C:15]([Cl:18])=[CH:14][C:13]=1[Cl:19])[C:5]([O:7][CH2:8][CH3:9])=[O:6])(=O)[CH3:2].[Cl:21][C:22]1[CH:28]=[CH:27][C:25]([NH2:26])=[CH:24][CH:23]=1. (10) Given the product [Cl:1][C:2]1[CH:3]=[C:4]([C:10]2[CH:11]=[C:12]([C:14]3[CH:15]=[N:16][CH:17]=[CH:18][CH:19]=3)[N:27]=[C:26]([NH2:28])[N:25]=2)[CH:5]=[CH:6][C:7]=1[O:8][CH3:9], predict the reactants needed to synthesize it. The reactants are: [Cl:1][C:2]1[CH:3]=[C:4]([C:10](=O)[CH2:11][C:12]([C:14]2[CH:15]=[N:16][CH:17]=[CH:18][CH:19]=2)=O)[CH:5]=[CH:6][C:7]=1[O:8][CH3:9].C(=O)(O)O.[NH2:25][C:26]([NH2:28])=[NH:27].